This data is from Forward reaction prediction with 1.9M reactions from USPTO patents (1976-2016). The task is: Predict the product of the given reaction. (1) Given the reactants [NH2:1][CH2:2][C@H:3]1[N:10]([C:11]([C:13]2[N:14]=[C:15]([CH3:25])[S:16][C:17]=2[C:18]2[CH:19]=[C:20]([CH3:24])[CH:21]=[CH:22][CH:23]=2)=[O:12])[CH2:9][C@H:8]2[C@@H:4]1[CH2:5][CH:6]([CH3:26])[CH2:7]2.[CH3:27][C:28]1[CH:29]=[N:30][CH:31]=[C:32]([CH:36]=1)[C:33](O)=[O:34], predict the reaction product. The product is: [CH3:27][C:28]1[CH:29]=[N:30][CH:31]=[C:32]([CH:36]=1)[C:33]([NH:1][CH2:2][C@H:3]1[N:10]([C:11]([C:13]2[N:14]=[C:15]([CH3:25])[S:16][C:17]=2[C:18]2[CH:19]=[C:20]([CH3:24])[CH:21]=[CH:22][CH:23]=2)=[O:12])[CH2:9][C@H:8]2[C@@H:4]1[CH2:5][CH:6]([CH3:26])[CH2:7]2)=[O:34]. (2) Given the reactants [NH2:1][C:2]1[C:10]2[C:5](=[N:6][CH:7]=[C:8]([Cl:25])[C:9]=2[N:11]2[CH2:16][CH2:15][CH2:14][C@@H:13]([NH:17][C:18](=[O:24])[O:19][C:20]([CH3:23])([CH3:22])[CH3:21])[CH2:12]2)[NH:4][CH:3]=1.[CH3:26][O:27][CH2:28][C:29](Cl)=[O:30].C(N(CC)CC)C.[Li+].[OH-], predict the reaction product. The product is: [Cl:25][C:8]1[C:9]([N:11]2[CH2:16][CH2:15][CH2:14][C@@H:13]([NH:17][C:18](=[O:24])[O:19][C:20]([CH3:21])([CH3:22])[CH3:23])[CH2:12]2)=[C:10]2[C:2]([NH:1][C:29](=[O:30])[CH2:28][O:27][CH3:26])=[CH:3][NH:4][C:5]2=[N:6][CH:7]=1. (3) Given the reactants [CH2:1]([C:3]1[CH:10]=[CH:9][CH:8]=[C:7]([CH3:11])[C:4]=1[CH2:5][Br:6])[CH3:2].C1([P:18](C2C=CC=CC=2)C2C=CC=CC=2)C=CC=CC=1, predict the reaction product. The product is: [Br-:6].[CH2:1]([C:3]1[CH:10]=[CH:9][CH:8]=[C:7]([CH3:11])[C:4]=1[CH2:5][PH3+:18])[CH3:2]. (4) Given the reactants [F:1]/[C:2](/[CH2:13]Br)=[CH:3]/[CH2:4][NH:5]C(=O)OC(C)(C)C.[OH:15][C:16]1[CH:30]=[CH:29][C:19]([C:20]([NH:22][CH:23]2[CH2:28][CH2:27][CH2:26][CH2:25][CH2:24]2)=[O:21])=[CH:18][C:17]=1[Cl:31], predict the reaction product. The product is: [ClH:31].[NH2:5][CH2:4]/[CH:3]=[C:2](/[F:1])\[CH2:13][O:15][C:16]1[CH:30]=[CH:29][C:19]([C:20]([NH:22][CH:23]2[CH2:28][CH2:27][CH2:26][CH2:25][CH2:24]2)=[O:21])=[CH:18][C:17]=1[Cl:31]. (5) Given the reactants C[Si](C)(C)[C:3]#[C:4][C:5]1[CH:10]=[C:9]([F:11])[C:8]([F:12])=[CH:7][C:6]=1[F:13].C([O-])([O-])=O.[K+].[K+], predict the reaction product. The product is: [C:4]([C:5]1[CH:10]=[C:9]([F:11])[C:8]([F:12])=[CH:7][C:6]=1[F:13])#[CH:3].